Dataset: Forward reaction prediction with 1.9M reactions from USPTO patents (1976-2016). Task: Predict the product of the given reaction. (1) Given the reactants C[O:2][C:3](=O)[C:4]1[CH:9]=[CH:8][C:7]([C:10]2[S:11][C:12]3[CH:18]=[CH:17][CH:16]=[CH:15][C:13]=3[N:14]=2)=[CH:6][CH:5]=1.CC(C[AlH]CC(C)C)C.C(C(C(C([O-])=O)O)O)([O-])=O.[K+].[Na+], predict the reaction product. The product is: [S:11]1[C:12]2[CH:18]=[CH:17][CH:16]=[CH:15][C:13]=2[N:14]=[C:10]1[C:7]1[CH:8]=[CH:9][C:4]([CH2:3][OH:2])=[CH:5][CH:6]=1. (2) Given the reactants [CH3:1][C:2]1[CH:14]=[C:13]([CH2:15][CH2:16][C:17]([C:19]2[CH:24]=[CH:23][C:22]([O:25][C:26]([F:29])([F:28])[F:27])=[CH:21][CH:20]=2)=[O:18])[CH:12]=[C:11]([CH3:30])[C:3]=1[O:4][C:5]([CH3:10])([CH3:9])[C:6]([OH:8])=[O:7].[BH4-].[Na+], predict the reaction product. The product is: [OH:18][CH:17]([C:19]1[CH:24]=[CH:23][C:22]([O:25][C:26]([F:27])([F:28])[F:29])=[CH:21][CH:20]=1)[CH2:16][CH2:15][C:13]1[CH:14]=[C:2]([CH3:1])[C:3]([O:4][C:5]([CH3:10])([CH3:9])[C:6]([OH:8])=[O:7])=[C:11]([CH3:30])[CH:12]=1. (3) Given the reactants [Cl:1][C:2]1[C:3]([NH:15][CH:16]2[C:20]3([CH2:24][CH2:23][CH2:22][CH2:21]3)[CH2:19][NH:18][CH2:17]2)=[N:4][C:5]([NH:8][C:9]2[CH:10]=[N:11][N:12]([CH3:14])[CH:13]=2)=[N:6][CH:7]=1.[C:25]([CH2:27][C:28](O)=[O:29])#[N:26].CN(C(ON1N=NC2C=CC=NC1=2)=[N+](C)C)C.F[P-](F)(F)(F)(F)F.CCN(CC)CC, predict the reaction product. The product is: [Cl:1][C:2]1[C:3]([NH:15][CH:16]2[C:20]3([CH2:21][CH2:22][CH2:23][CH2:24]3)[CH2:19][N:18]([C:28](=[O:29])[CH2:27][C:25]#[N:26])[CH2:17]2)=[N:4][C:5]([NH:8][C:9]2[CH:10]=[N:11][N:12]([CH3:14])[CH:13]=2)=[N:6][CH:7]=1. (4) Given the reactants CN[C@@H]1CCCC[C@H]1NC.[O-]P([O-])([O-])=O.[K+].[K+].[K+].[N:19]1[NH:20][CH:21]=[C:22]2[CH2:26][N:25](C(OC(C)(C)C)=O)[CH2:24][C:23]=12.[CH2:34]([N:37]1[C:45]2[C:40](=[N:41][C:42](I)=[C:43]([Cl:46])[CH:44]=2)[N:39]=[C:38]1[O:48][C@@H:49]1[CH2:53][O:52][C@@H:51]2[C@H:54]([O:57][Si:58]([C:61]([CH3:64])([CH3:63])[CH3:62])([CH3:60])[CH3:59])[CH2:55][O:56][C@H:50]12)[CH:35]=[CH2:36].[C:65]([OH:71])([C:67]([F:70])([F:69])[F:68])=[O:66], predict the reaction product. The product is: [F:68][C:67]([F:70])([F:69])[C:65]([OH:71])=[O:66].[CH2:34]([N:37]1[C:45]2[C:40](=[N:41][C:42]([N:20]3[CH:21]=[C:22]4[CH2:26][NH:25][CH2:24][C:23]4=[N:19]3)=[C:43]([Cl:46])[CH:44]=2)[N:39]=[C:38]1[O:48][C@@H:49]1[CH2:53][O:52][C@@H:51]2[C@H:54]([O:57][Si:58]([C:61]([CH3:64])([CH3:63])[CH3:62])([CH3:59])[CH3:60])[CH2:55][O:56][C@H:50]12)[CH:35]=[CH2:36]. (5) Given the reactants Cl[C:2]1[CH:3]=[C:4]([CH3:36])[C:5]2[N:6]([C:8]([C:18]3[CH:23]=[CH:22][N:21]=[C:20]4[N:24]([S:27]([C:30]5[CH:35]=[CH:34][CH:33]=[CH:32][CH:31]=5)(=[O:29])=[O:28])[CH:25]=[CH:26][C:19]=34)=[C:9]([C:11]3[CH:16]=[CH:15][C:14]([F:17])=[CH:13][CH:12]=3)[N:10]=2)[N:7]=1.[OH:37][CH2:38][CH2:39][N:40]1[CH2:45][CH2:44][NH:43][CH2:42][CH2:41]1.C(N(CC)CC)C, predict the reaction product. The product is: [F:17][C:14]1[CH:15]=[CH:16][C:11]([C:9]2[N:10]=[C:5]3[C:4]([CH3:36])=[CH:3][C:2]([N:43]4[CH2:44][CH2:45][N:40]([CH2:39][CH2:38][OH:37])[CH2:41][CH2:42]4)=[N:7][N:6]3[C:8]=2[C:18]2[CH:23]=[CH:22][N:21]=[C:20]3[N:24]([S:27]([C:30]4[CH:35]=[CH:34][CH:33]=[CH:32][CH:31]=4)(=[O:29])=[O:28])[CH:25]=[CH:26][C:19]=23)=[CH:12][CH:13]=1. (6) Given the reactants Cl[C:2]1[C:3]2[C:4](=[CH:13][N:14](CC3C=CC(OC)=CC=3)[N:15]=2)[N:5]=[C:6]([C:8]2[S:9][CH:10]=[CH:11][CH:12]=2)[N:7]=1.[CH3:25][C:26]1([CH3:37])[S:31][C:30]2[CH:32]=[CH:33][C:34]([NH2:36])=[CH:35][C:29]=2[NH:28][CH2:27]1.Cl, predict the reaction product. The product is: [CH3:25][C:26]1([CH3:37])[S:31][C:30]2[CH:32]=[CH:33][C:34]([NH:36][C:2]3[C:3]4[NH:15][N:14]=[CH:13][C:4]=4[N:5]=[C:6]([C:8]4[S:9][CH:10]=[CH:11][CH:12]=4)[N:7]=3)=[CH:35][C:29]=2[NH:28][CH2:27]1. (7) Given the reactants [CH3:1][O:2][C:3]1[CH:11]=[CH:10][C:6]([C:7]([OH:9])=[O:8])=[CH:5][C:4]=1[S:12](=[O:23])(=[O:22])[NH:13][CH2:14][CH2:15][N:16]1[CH2:21][CH2:20][O:19][CH2:18][CH2:17]1.C(Cl)CCl.[Cl:28][C:29]1[CH:30]=[N+:31]([O-:54])[CH:32]=[C:33]([Cl:53])[C:34]=1[CH2:35][C@@H:36]([C:38]1[CH:43]=[CH:42][C:41]([O:44][CH:45]([F:47])[F:46])=[C:40]([O:48][CH2:49][CH:50]2[CH2:52][CH2:51]2)[CH:39]=1)O, predict the reaction product. The product is: [Cl:28][C:29]1[CH:30]=[N+:31]([O-:54])[CH:32]=[C:33]([Cl:53])[C:34]=1[CH2:35][C@@H:36]([C:38]1[CH:43]=[CH:42][C:41]([O:44][CH:45]([F:47])[F:46])=[C:40]([O:48][CH2:49][CH:50]2[CH2:52][CH2:51]2)[CH:39]=1)[O:8][C:7](=[O:9])[C:6]1[CH:10]=[CH:11][C:3]([O:2][CH3:1])=[C:4]([S:12](=[O:23])(=[O:22])[NH:13][CH2:14][CH2:15][N:16]2[CH2:21][CH2:20][O:19][CH2:18][CH2:17]2)[CH:5]=1.